This data is from Reaction yield outcomes from USPTO patents with 853,638 reactions. The task is: Predict the reaction yield, written as a fraction of the theoretical maximum amount of product (1.0 means a 100% yield; for example, 0.34 means a 34% yield). (1) The reactants are [Cl:1][C:2]1[CH:3]=[C:4]2[C:9](=[CH:10][C:11]=1[O:12][C:13]1[CH:21]=[CH:20][C:16]([C:17]([OH:19])=O)=[CH:15][CH:14]=1)[O:8][CH2:7][CH2:6][CH:5]2[C:22]([O:24][CH2:25][CH3:26])=[O:23].Cl.[CH2:28]1[C:36]2[C:31](=[CH:32][CH:33]=[CH:34][CH:35]=2)[CH2:30][CH:29]1[CH2:37][NH2:38].C(N(C(C)C)C(C)C)C.Cl.CN(C)CCCN=C=NCC.ON1C2N=CC=CC=2N=N1. The yield is 0.998. The catalyst is ClCCl. The product is [Cl:1][C:2]1[CH:3]=[C:4]2[C:9](=[CH:10][C:11]=1[O:12][C:13]1[CH:21]=[CH:20][C:16]([C:17](=[O:19])[NH:38][CH2:37][CH:29]3[CH2:30][C:31]4[C:36](=[CH:35][CH:34]=[CH:33][CH:32]=4)[CH2:28]3)=[CH:15][CH:14]=1)[O:8][CH2:7][CH2:6][CH:5]2[C:22]([O:24][CH2:25][CH3:26])=[O:23]. (2) The reactants are C(OC(=O)[NH:7][O:8][CH2:9][CH2:10][N:11]1[CH2:16][CH2:15][O:14][CH2:13][CH2:12]1)(C)(C)C.O1CCOCC1.[ClH:24]. The catalyst is CO. The product is [ClH:24].[ClH:24].[N:11]1([CH2:10][CH2:9][O:8][NH2:7])[CH2:16][CH2:15][O:14][CH2:13][CH2:12]1. The yield is 0.780. (3) The reactants are [CH3:1][C:2]1[CH:11]=[CH:10][CH:9]=[C:8]2[C:3]=1[C:4](=[O:15])[C:5]([C:12]([OH:14])=O)=[CH:6][NH:7]2.[NH2:16][C:17]1[CH:24]=[CH:23][C:22]([N:25]2[CH:29]3[CH2:30][CH2:31][CH:26]2[CH2:27][CH2:28]3)=[CH:21][C:18]=1[C:19]#[N:20].C(P1(=O)OP(CCC)(=O)OP(CCC)(=O)O1)CC.N1C=CC=CC=1. The catalyst is CC1CCCO1.C(OCC)(=O)C. The product is [CH:29]12[N:25]([C:22]3[CH:23]=[CH:24][C:17]([NH:16][C:12]([C:5]4[C:4](=[O:15])[C:3]5[C:8](=[CH:9][CH:10]=[CH:11][C:2]=5[CH3:1])[NH:7][CH:6]=4)=[O:14])=[C:18]([C:19]#[N:20])[CH:21]=3)[CH:26]([CH2:31][CH2:30]1)[CH2:27][CH2:28]2. The yield is 0.490. (4) The reactants are C(O[C:6](=O)[N:7]([C@H:9]1[CH2:14][CH2:13][C@H:12]([CH:15]=[C:16]([Br:18])[Br:17])[CH2:11][CH2:10]1)C)(C)(C)C.C(O)(C(F)(F)F)=O. The catalyst is C(Cl)Cl. The product is [Br:17][C:16]([Br:18])=[CH:15][C@H:12]1[CH2:13][CH2:14][C@H:9]([NH:7][CH3:6])[CH2:10][CH2:11]1. The yield is 0.870. (5) The reactants are [O:1]([C:8]1[CH:13]=[CH:12][C:11]([C:14]2[C:19]([C:20]([NH2:22])=[O:21])=[CH:18][N:17]=[C:16]([CH:23]3[CH2:28][CH2:27][NH:26][CH2:25][CH2:24]3)[N:15]=2)=[CH:10][CH:9]=1)[C:2]1[CH:7]=[CH:6][CH:5]=[CH:4][CH:3]=1.[C:29](Cl)(=[O:32])[CH:30]=[CH2:31]. The catalyst is C(Cl)Cl. The product is [C:29]([N:26]1[CH2:27][CH2:28][CH:23]([C:16]2[N:15]=[C:14]([C:11]3[CH:12]=[CH:13][C:8]([O:1][C:2]4[CH:3]=[CH:4][CH:5]=[CH:6][CH:7]=4)=[CH:9][CH:10]=3)[C:19]([C:20]([NH2:22])=[O:21])=[CH:18][N:17]=2)[CH2:24][CH2:25]1)(=[O:32])[CH:30]=[CH2:31]. The yield is 0.630. (6) The yield is 0.200. The catalyst is C1COCC1. The product is [CH2:1]([C:3]1[C:11]([N:12]([CH2:18][CH2:19][CH2:20][F:21])[CH2:13][CH2:14][O:15][CH3:16])=[C:6]2[CH:7]=[CH:8][CH:9]=[CH:10][N:5]2[N:4]=1)[CH3:2]. The reactants are [CH2:1]([C:3]1[C:11]([N:12]([CH2:18][CH2:19][CH2:20][F:21])[C:13](=O)[CH2:14][O:15][CH3:16])=[C:6]2[CH:7]=[CH:8][CH:9]=[CH:10][N:5]2[N:4]=1)[CH3:2].C(OCC)(=O)C.CCCCCC. (7) The reactants are Cl[C:2]1[N:3]=[C:4]2[CH:10]=[C:9]([C:11]([NH:13][C:14]3[CH:19]=[C:18]([C:20]([C:23]4[CH:28]=[C:27]([O:29][C:30]([F:33])([F:32])[F:31])[CH:26]=[C:25]([O:34][CH:35]([CH3:37])[CH3:36])[CH:24]=4)([CH3:22])[CH3:21])[CH:17]=[C:16]([Cl:38])[CH:15]=3)=[O:12])[S:8][C:5]2=[N:6][CH:7]=1.[CH3:39][O:40][C:41]1[CH:46]=[CH:45][C:44]([CH2:47][NH2:48])=[CH:43][CH:42]=1.CC1(C)C2C(=C(P(C3C=CC=CC=3)C3C=CC=CC=3)C=CC=2)OC2C(P(C3C=CC=CC=3)C3C=CC=CC=3)=CC=CC1=2.C([O-])([O-])=O.[Cs+].[Cs+]. The catalyst is O1CCOCC1.CC([O-])=O.CC([O-])=O.[Pd+2].O. The product is [Cl:38][C:16]1[CH:15]=[C:14]([NH:13][C:11]([C:9]2[S:8][C:5]3=[N:6][CH:7]=[C:2]([NH:48][CH2:47][C:44]4[CH:45]=[CH:46][C:41]([O:40][CH3:39])=[CH:42][CH:43]=4)[N:3]=[C:4]3[CH:10]=2)=[O:12])[CH:19]=[C:18]([C:20]([C:23]2[CH:28]=[C:27]([O:29][C:30]([F:31])([F:32])[F:33])[CH:26]=[C:25]([O:34][CH:35]([CH3:37])[CH3:36])[CH:24]=2)([CH3:22])[CH3:21])[CH:17]=1. The yield is 0.330. (8) The reactants are [CH:1]1([CH2:7][C@H:8](NC(=O)OC(C)(C)C)[CH2:9]NCC)[CH2:6][CH2:5][CH2:4][CH2:3][CH2:2]1.C(O[N:31]1[C:36](=[O:37])C[CH2:34][C:32]1=O)(OCC[Si](C)(C)C)=O.C1C[O:41]CC1. No catalyst specified. The product is [CH:1]1([CH2:7][CH2:8][CH2:9][O:41][C:36](=[O:37])[NH:31][CH2:32][CH3:34])[CH2:2][CH2:3][CH2:4][CH2:5][CH2:6]1. The yield is 0.450. (9) The reactants are [CH3:1][O:2][C:3](=[O:32])[NH:4][CH:5]([C:9]([N:11]1[CH2:15][CH2:14][CH2:13][CH:12]1[C:16](=[O:31])[NH:17][C:18]1[CH:19]=[C:20]([C:24]2[CH:29]=[CH:28][C:27](Cl)=[CH:26][CH:25]=2)[CH:21]=[CH:22][CH:23]=1)=[O:10])[CH:6]([CH3:8])[CH3:7].[B:33]1([B:33]2[O:37][C:36]([CH3:39])([CH3:38])[C:35]([CH3:41])([CH3:40])[O:34]2)[O:37][C:36]([CH3:39])([CH3:38])[C:35]([CH3:41])([CH3:40])[O:34]1.C1(P(C2CCCCC2)C2CCCCC2)CCCCC1.C([O-])(=O)C.[K+]. The catalyst is O1CCOCC1.C1C=CC(/C=C/C(/C=C/C2C=CC=CC=2)=O)=CC=1.C1C=CC(/C=C/C(/C=C/C2C=CC=CC=2)=O)=CC=1.C1C=CC(/C=C/C(/C=C/C2C=CC=CC=2)=O)=CC=1.[Pd].[Pd]. The product is [CH3:1][O:2][C:3](=[O:32])[NH:4][CH:5]([C:9]([N:11]1[CH2:15][CH2:14][CH2:13][CH:12]1[C:16](=[O:31])[NH:17][C:18]1[CH:19]=[C:20]([C:24]2[CH:29]=[CH:28][C:27]([B:33]3[O:37][C:36]([CH3:39])([CH3:38])[C:35]([CH3:41])([CH3:40])[O:34]3)=[CH:26][CH:25]=2)[CH:21]=[CH:22][CH:23]=1)=[O:10])[CH:6]([CH3:8])[CH3:7]. The yield is 1.00. (10) The reactants are [NH:1]1[C:9]2[C:4](=[N:5][CH:6]=[CH:7][CH:8]=2)[CH:3]=[N:2]1.[OH-].[K+].[I:12]I. The catalyst is CN(C=O)C.O. The product is [I:12][C:3]1[C:4]2=[N:5][CH:6]=[CH:7][CH:8]=[C:9]2[NH:1][N:2]=1. The yield is 0.570.